The task is: Predict the product of the given reaction.. This data is from Forward reaction prediction with 1.9M reactions from USPTO patents (1976-2016). (1) Given the reactants [Cl:1][C:2]1[CH:3]=[C:4]([CH2:14][CH2:15][C:16]([C:18]2[S:19][C:20]([CH3:29])=[C:21]3[CH2:26][C:25]([CH3:28])([CH3:27])[CH2:24][CH2:23][C:22]=23)=[O:17])[CH:5]=[C:6]([O:12][CH3:13])[C:7]=1[O:8][CH2:9][CH2:10][OH:11].CCN(C(C)C)C(C)C.[CH3:39][S:40](Cl)(=[O:42])=[O:41], predict the reaction product. The product is: [Cl:1][C:2]1[CH:3]=[C:4]([CH2:14][CH2:15][C:16](=[O:17])[C:18]2[S:19][C:20]([CH3:29])=[C:21]3[CH2:26][C:25]([CH3:27])([CH3:28])[CH2:24][CH2:23][C:22]=23)[CH:5]=[C:6]([O:12][CH3:13])[C:7]=1[O:8][CH2:9][CH2:10][O:11][S:40]([CH3:39])(=[O:42])=[O:41]. (2) The product is: [NH2:11][C:12]1[CH:13]=[C:14]2[C:18](=[C:19]([C:21]([O:23][CH3:24])=[O:22])[CH:20]=1)[N:17]([CH2:25][O:26][CH2:27][CH2:28][Si:29]([CH3:30])([CH3:32])[CH3:31])[N:16]=[CH:15]2. Given the reactants C(OC([NH:11][C:12]1[CH:13]=[C:14]2[C:18](=[C:19]([C:21]([O:23][CH3:24])=[O:22])[CH:20]=1)[N:17]([CH2:25][O:26][CH2:27][CH2:28][Si:29]([CH3:32])([CH3:31])[CH3:30])[N:16]=[CH:15]2)=O)C1C=CC=CC=1, predict the reaction product. (3) Given the reactants [Li+].[BH4-].[Br:3][C:4]1[CH:13]=[CH:12][C:11]([N:14]([C:19]2[C:38]([CH:39]3[CH2:41][CH2:40]3)=[CH:37][C:22]3[C:23]([C:33](=[O:36])[NH:34][CH3:35])=[C:24]([C:26]4[CH:31]=[CH:30][C:29]([F:32])=[CH:28][CH:27]=4)[O:25][C:21]=3[CH:20]=2)[S:15]([CH3:18])(=[O:17])=[O:16])=[CH:10][C:5]=1[C:6](OC)=[O:7], predict the reaction product. The product is: [Br:3][C:4]1[CH:13]=[CH:12][C:11]([N:14]([C:19]2[C:38]([CH:39]3[CH2:41][CH2:40]3)=[CH:37][C:22]3[C:23]([C:33]([NH:34][CH3:35])=[O:36])=[C:24]([C:26]4[CH:27]=[CH:28][C:29]([F:32])=[CH:30][CH:31]=4)[O:25][C:21]=3[CH:20]=2)[S:15]([CH3:18])(=[O:17])=[O:16])=[CH:10][C:5]=1[CH2:6][OH:7]. (4) Given the reactants [C:1]([CH2:3][C:4]1([N:18]2[CH:22]=[C:21]([C:23]3[C:24]4[CH:31]=[CH:30][N:29](COCC[Si](C)(C)C)[C:25]=4[N:26]=[CH:27][N:28]=3)[CH:20]=[N:19]2)[CH2:7][N:6]([C:8]2[CH:16]=[CH:15][C:11]([C:12]([OH:14])=O)=[CH:10][C:9]=2[F:17])[CH2:5]1)#[N:2].Cl.[F:41][C:42]([F:47])([F:46])[C@H:43]([NH2:45])[CH3:44], predict the reaction product. The product is: [C:1]([CH2:3][C:4]1([N:18]2[CH:22]=[C:21]([C:23]3[C:24]4[CH:31]=[CH:30][NH:29][C:25]=4[N:26]=[CH:27][N:28]=3)[CH:20]=[N:19]2)[CH2:7][N:6]([C:8]2[CH:16]=[CH:15][C:11]([C:12]([NH:45][C@H:43]([CH3:44])[C:42]([F:47])([F:46])[F:41])=[O:14])=[CH:10][C:9]=2[F:17])[CH2:5]1)#[N:2]. (5) Given the reactants [CH3:1][O:2][C:3](=[O:13])[CH2:4][C:5]1[CH:10]=[CH:9][CH:8]=[C:7]([O:11][CH3:12])[CH:6]=1.[Br:14]N1C(=O)CCC1=O, predict the reaction product. The product is: [CH3:1][O:2][C:3](=[O:13])[CH:4]([Br:14])[C:5]1[CH:10]=[CH:9][CH:8]=[C:7]([O:11][CH3:12])[CH:6]=1. (6) Given the reactants [F:1][C:2]1[CH:7]=[C:6](B2OC(C)(C)C(C)(C)O2)[C:5]([F:17])=[CH:4][C:3]=1[Si:18]([CH3:21])([CH3:20])[CH3:19].[NH2:22][C:23]1[C:28]([F:29])=[C:27](Cl)[N:26]=[C:25]([C:31]([O:33][CH3:34])=[O:32])[C:24]=1[Cl:35].C(=O)([O-])[O-].[Na+].[Na+].C(#N)C, predict the reaction product. The product is: [NH2:22][C:23]1[C:28]([F:29])=[C:27]([C:6]2[CH:7]=[C:2]([F:1])[C:3]([Si:18]([CH3:19])([CH3:20])[CH3:21])=[CH:4][C:5]=2[F:17])[N:26]=[C:25]([C:31]([O:33][CH3:34])=[O:32])[C:24]=1[Cl:35]. (7) Given the reactants [CH3:1][C:2]1([CH2:8][OH:9])[CH2:7][CH2:6][CH2:5][CH2:4][CH2:3]1.[Cl:10][C:11]1[C:12](F)=[CH:13][C:14]([F:24])=[C:15]([CH:23]=1)[C:16]([O:18][C:19]([CH3:22])([CH3:21])[CH3:20])=[O:17].C(=O)([O-])[O-].[Cs+].[Cs+], predict the reaction product. The product is: [Cl:10][C:11]1[C:12]([O:9][CH2:8][C:2]2([CH3:1])[CH2:7][CH2:6][CH2:5][CH2:4][CH2:3]2)=[CH:13][C:14]([F:24])=[C:15]([CH:23]=1)[C:16]([O:18][C:19]([CH3:20])([CH3:21])[CH3:22])=[O:17]. (8) Given the reactants [CH2:1]([O:8][C@H:9]1[C@H:14]([O:15][CH2:16][C:17]2[CH:22]=[CH:21][CH:20]=[CH:19][CH:18]=2)[C@@H:13]([O:23][CH2:24][C:25]2[CH:30]=[CH:29][CH:28]=[CH:27][CH:26]=2)[C@@:12]([C:33]2[CH:38]=[CH:37][C:36]([Cl:39])=[C:35]([CH2:40][C:41]3[CH:42]=[CH:43][C:44]4[O:48][CH2:47][CH2:46][C:45]=4[CH:49]=3)[CH:34]=2)([O:31][CH3:32])[O:11][C@:10]1([CH2:52][OH:53])[CH:50]=[O:51])[C:2]1[CH:7]=[CH:6][CH:5]=[CH:4][CH:3]=1.[BH4-].[Na+], predict the reaction product. The product is: [CH2:1]([O:8][C@H:9]1[C@H:14]([O:15][CH2:16][C:17]2[CH:22]=[CH:21][CH:20]=[CH:19][CH:18]=2)[C@@H:13]([O:23][CH2:24][C:25]2[CH:26]=[CH:27][CH:28]=[CH:29][CH:30]=2)[C@@:12]([C:33]2[CH:38]=[CH:37][C:36]([Cl:39])=[C:35]([CH2:40][C:41]3[CH:42]=[CH:43][C:44]4[O:48][CH2:47][CH2:46][C:45]=4[CH:49]=3)[CH:34]=2)([O:31][CH3:32])[O:11][C:10]1([CH2:52][OH:53])[CH2:50][OH:51])[C:2]1[CH:3]=[CH:4][CH:5]=[CH:6][CH:7]=1. (9) Given the reactants [C:1]([O:5][C:6](=[O:18])[NH:7][C:8]([C:11]1[CH:16]=[CH:15][C:14](Br)=[CH:13][CH:12]=1)([CH3:10])[CH3:9])([CH3:4])([CH3:3])[CH3:2].[CH3:19][C:20]1([CH3:36])[C:24]([CH3:26])([CH3:25])[O:23][B:22]([B:22]2[O:23][C:24]([CH3:26])([CH3:25])[C:20]([CH3:36])([CH3:19])[O:21]2)[O:21]1.C([O-])(=O)C.[K+], predict the reaction product. The product is: [CH3:9][C:8]([NH:7][C:6](=[O:18])[O:5][C:1]([CH3:4])([CH3:3])[CH3:2])([C:11]1[CH:16]=[CH:15][C:14]([B:22]2[O:23][C:24]([CH3:26])([CH3:25])[C:20]([CH3:36])([CH3:19])[O:21]2)=[CH:13][CH:12]=1)[CH3:10].